From a dataset of Reaction yield outcomes from USPTO patents with 853,638 reactions. Predict the reaction yield, written as a fraction of the theoretical maximum amount of product (1.0 means a 100% yield; for example, 0.34 means a 34% yield). (1) The reactants are [CH:1]([N:14]1[CH2:17][C:16](=[CH:18]/[CH:19]=[CH:20]/[C:21](OCC)=[O:22])[CH2:15]1)([C:8]1[CH:13]=[CH:12][CH:11]=[CH:10][CH:9]=1)[C:2]1[CH:7]=[CH:6][CH:5]=[CH:4][CH:3]=1.[H][H].CC(C[AlH]CC(C)C)C.CCOCC. The catalyst is CO.[Pd].C1(C)C=CC=CC=1.O. The product is [CH:1]([N:14]1[CH2:17][CH:16]([CH2:18][CH2:19][CH2:20][CH2:21][OH:22])[CH2:15]1)([C:8]1[CH:13]=[CH:12][CH:11]=[CH:10][CH:9]=1)[C:2]1[CH:3]=[CH:4][CH:5]=[CH:6][CH:7]=1. The yield is 0.600. (2) The reactants are [Br:1][C:2]1[C:10](C)=[CH:9][C:8]([O:12][CH3:13])=[CH:7][C:3]=1[C:4](O)=O.C1C=CC(P(N=[N+]=[N-])(C2C=CC=CC=2)=[O:21])=CC=1.C([N:34]([CH:37](C)C)CC)(C)C.[C:40]([OH:44])([CH3:43])([CH3:42])[CH3:41]. No catalyst specified. The product is [C:40]([O:44][C:37](=[O:21])[NH:34][C:10]1[CH:9]=[C:8]([O:12][CH3:13])[CH:7]=[C:3]([CH3:4])[C:2]=1[Br:1])([CH3:43])([CH3:42])[CH3:41]. The yield is 0.700. (3) The reactants are [Cl:1][C:2]1[N:3]=[C:4]2[C:9](=[CH:10][CH:11]=1)[N:8]=[CH:7][C:6]([C:12](=[O:14])[CH3:13])=[C:5]2[NH:15][C:16]1[CH:17]=[N:18][C:19]([O:22][CH2:23][CH2:24][N:25]([CH3:27])[CH3:26])=[CH:20][CH:21]=1.[Cl:28][C:29]1[CH:34]=[C:33](B2OC(C)(C)C(C)(C)O2)[CH:32]=[C:31]([O:44][CH3:45])[C:30]=1[OH:46].C1(N)C(F)=C(F)C(F)=C(N)C=1F.Cl.Cl. No catalyst specified. The product is [ClH:1].[ClH:28].[Cl:28][C:29]1[CH:34]=[C:33]([C:2]2[N:3]=[C:4]3[C:9](=[CH:10][CH:11]=2)[N:8]=[CH:7][C:6]([C:12](=[O:14])[CH3:13])=[C:5]3[NH:15][C:16]2[CH:17]=[N:18][C:19]([O:22][CH2:23][CH2:24][N:25]([CH3:26])[CH3:27])=[CH:20][CH:21]=2)[CH:32]=[C:31]([O:44][CH3:45])[C:30]=1[OH:46]. The yield is 0.740. (4) The reactants are [F:1][C:2]1[CH:7]=[CH:6][C:5]([F:8])=[CH:4][C:3]=1[CH:9]([S:20][C:21]1[CH:26]=[CH:25][C:24]([F:27])=[CH:23][CH:22]=1)[C:10]1[C:11]([CH3:19])=[CH:12][C:13]([C:16](O)=[O:17])=[N:14][CH:15]=1.Cl.[CH3:29][NH:30][CH3:31].[OH:32]N1C2C=CC=CC=2N=N1.CN1CCOCC1.Cl.C(N=C=NCCCN(C)C)C.ClC1C=CC=C(C(OO)=O)C=1. The catalyst is C(Cl)Cl. The product is [F:1][C:2]1[CH:7]=[CH:6][C:5]([F:8])=[CH:4][C:3]=1[CH:9]([S:20]([C:21]1[CH:22]=[CH:23][C:24]([F:27])=[CH:25][CH:26]=1)=[O:32])[C:10]1[C:11]([CH3:19])=[CH:12][C:13]([C:16]([N:30]([CH3:31])[CH3:29])=[O:17])=[N:14][CH:15]=1. The yield is 0.230. (5) The product is [BrH:1].[N+:12]([C:9]1[CH:8]=[CH:7][C:6]([CH2:5][C@@H:4]([C:3]2[N:32]=[C:24]([C:25]3[CH:30]=[CH:29][CH:28]=[CH:27][CH:26]=3)[S:31][CH:2]=2)[NH2:15])=[CH:11][CH:10]=1)([O-:14])=[O:13]. The yield is 0.670. The catalyst is CC#N. The reactants are [Br:1][CH2:2][C:3](=O)[C@@H:4]([NH:15]C(=O)OC(C)(C)C)[CH2:5][C:6]1[CH:11]=[CH:10][C:9]([N+:12]([O-:14])=[O:13])=[CH:8][CH:7]=1.[C:24]([NH2:32])(=[S:31])[C:25]1[CH:30]=[CH:29][CH:28]=[CH:27][CH:26]=1.C(OCC)C.